This data is from Catalyst prediction with 721,799 reactions and 888 catalyst types from USPTO. The task is: Predict which catalyst facilitates the given reaction. (1) Reactant: [CH3:1][C:2]1[C:6]2[CH:7]=[CH:8][C:9]([CH3:11])=[CH:10][C:5]=2[O:4][C:3]=1[CH:12]([CH2:28][CH2:29][CH2:30][CH3:31])[CH2:13][CH2:14][S:15][C:16]1[S:17][C:18]([CH2:22][C:23]([O:25]CC)=[O:24])=[C:19]([CH3:21])[N:20]=1.[OH-].[Na+]. Product: [CH3:1][C:2]1[C:6]2[CH:7]=[CH:8][C:9]([CH3:11])=[CH:10][C:5]=2[O:4][C:3]=1[CH:12]([CH2:28][CH2:29][CH2:30][CH3:31])[CH2:13][CH2:14][S:15][C:16]1[S:17][C:18]([CH2:22][C:23]([OH:25])=[O:24])=[C:19]([CH3:21])[N:20]=1. The catalyst class is: 92. (2) Reactant: Cl[CH2:2][C:3]1[CH:22]=[CH:21][CH:20]=[CH:19][C:4]=1[O:5][CH2:6][C:7]1[N:8]=[C:9]([C:13]2[CH:18]=[CH:17][CH:16]=[CH:15][CH:14]=2)[O:10][C:11]=1[CH3:12].[OH:23][C:24]1[CH:29]=[CH:28][C:27]([CH2:30][C:31]([O:33]C)=[O:32])=[CH:26][CH:25]=1.C(=O)([O-])[O-].[K+].[K+].CN(C)C=O. Product: [CH3:12][C:11]1[O:10][C:9]([C:13]2[CH:18]=[CH:17][CH:16]=[CH:15][CH:14]=2)=[N:8][C:7]=1[CH2:6][O:5][C:4]1[CH:19]=[CH:20][CH:21]=[CH:22][C:3]=1[CH2:2][O:23][C:24]1[CH:25]=[CH:26][C:27]([CH2:30][C:31]([OH:33])=[O:32])=[CH:28][CH:29]=1. The catalyst class is: 6. (3) Reactant: Cl.[NH2:2][CH2:3][C:4]1[CH:5]=[C:6]2[C:10](=[CH:11][CH:12]=1)[C:9](=[O:13])[N:8]([CH:14]1[CH2:19][CH2:18][C:17](=[O:20])[NH:16][C:15]1=[O:21])[C:7]2=[O:22].[C:23]([N:27]=[C:28]=[O:29])([CH3:26])([CH3:25])[CH3:24].C(N(CC)CC)C. Product: [C:23]([NH:27][C:28]([NH:2][CH2:3][C:4]1[CH:5]=[C:6]2[C:10](=[CH:11][CH:12]=1)[C:9](=[O:13])[N:8]([CH:14]1[CH2:19][CH2:18][C:17](=[O:20])[NH:16][C:15]1=[O:21])[C:7]2=[O:22])=[O:29])([CH3:26])([CH3:25])[CH3:24]. The catalyst class is: 1.